From a dataset of Forward reaction prediction with 1.9M reactions from USPTO patents (1976-2016). Predict the product of the given reaction. Given the reactants [NH2:1][C:2]1[N:10]=[C:9]([CH3:11])[CH:8]=[C:7]([CH3:12])[C:3]=1[C:4]([NH2:6])=[O:5].[C:13]([Si:17]([CH3:33])([CH3:32])[O:18][CH2:19][CH2:20][O:21][C:22]1[C:29]([CH3:30])=[CH:28][C:25]([CH:26]=O)=[CH:24][C:23]=1[CH3:31])([CH3:16])([CH3:15])[CH3:14].S([O-])(O)=O.[Na+].C1(C)C=CC(S(O)(=O)=O)=CC=1.C(=O)(O)[O-].[Na+], predict the reaction product. The product is: [C:13]([Si:17]([CH3:33])([CH3:32])[O:18][CH2:19][CH2:20][O:21][C:22]1[C:23]([CH3:31])=[CH:24][C:25]([C:26]2[NH:6][C:4](=[O:5])[C:3]3[C:7]([CH3:12])=[CH:8][C:9]([CH3:11])=[N:10][C:2]=3[N:1]=2)=[CH:28][C:29]=1[CH3:30])([CH3:16])([CH3:15])[CH3:14].